Dataset: Acute oral toxicity (LD50) regression data from Zhu et al.. Task: Regression/Classification. Given a drug SMILES string, predict its toxicity properties. Task type varies by dataset: regression for continuous values (e.g., LD50, hERG inhibition percentage) or binary classification for toxic/non-toxic outcomes (e.g., AMES mutagenicity, cardiotoxicity, hepatotoxicity). Dataset: ld50_zhu. The compound is CNC(=O)Oc1cccc2c(O)cccc12. The rat oral LD50 is 2.86, given as -log10 of the dose in mol/kg body weight (higher means more acutely toxic).